From a dataset of NCI-60 drug combinations with 297,098 pairs across 59 cell lines. Regression. Given two drug SMILES strings and cell line genomic features, predict the synergy score measuring deviation from expected non-interaction effect. (1) Drug 1: CC1=C2C(C(=O)C3(C(CC4C(C3C(C(C2(C)C)(CC1OC(=O)C(C(C5=CC=CC=C5)NC(=O)OC(C)(C)C)O)O)OC(=O)C6=CC=CC=C6)(CO4)OC(=O)C)O)C)O. Drug 2: C1CCC(C(C1)N)N.C(=O)(C(=O)[O-])[O-].[Pt+4]. Cell line: U251. Synergy scores: CSS=31.1, Synergy_ZIP=-11.1, Synergy_Bliss=-13.3, Synergy_Loewe=-30.4, Synergy_HSA=-9.79. (2) Drug 1: CC1=C2C(C(=O)C3(C(CC4C(C3C(C(C2(C)C)(CC1OC(=O)C(C(C5=CC=CC=C5)NC(=O)OC(C)(C)C)O)O)OC(=O)C6=CC=CC=C6)(CO4)OC(=O)C)O)C)O. Drug 2: C(CC(=O)O)C(=O)CN.Cl. Cell line: HOP-92. Synergy scores: CSS=15.4, Synergy_ZIP=-9.08, Synergy_Bliss=-6.55, Synergy_Loewe=-4.76, Synergy_HSA=-3.39. (3) Drug 1: CC1=C2C(C(=O)C3(C(CC4C(C3C(C(C2(C)C)(CC1OC(=O)C(C(C5=CC=CC=C5)NC(=O)OC(C)(C)C)O)O)OC(=O)C6=CC=CC=C6)(CO4)OC(=O)C)O)C)O. Drug 2: CC1C(C(CC(O1)OC2CC(CC3=C2C(=C4C(=C3O)C(=O)C5=CC=CC=C5C4=O)O)(C(=O)C)O)N)O. Cell line: KM12. Synergy scores: CSS=41.2, Synergy_ZIP=-0.811, Synergy_Bliss=-2.55, Synergy_Loewe=-0.768, Synergy_HSA=1.08. (4) Drug 1: CC1=C2C(C(=O)C3(C(CC4C(C3C(C(C2(C)C)(CC1OC(=O)C(C(C5=CC=CC=C5)NC(=O)OC(C)(C)C)O)O)OC(=O)C6=CC=CC=C6)(CO4)OC(=O)C)O)C)O. Drug 2: C1C(C(OC1N2C=NC(=NC2=O)N)CO)O. Cell line: SK-MEL-5. Synergy scores: CSS=10.6, Synergy_ZIP=-4.08, Synergy_Bliss=-4.69, Synergy_Loewe=-19.8, Synergy_HSA=-5.72. (5) Drug 1: C1CCC(C(C1)N)N.C(=O)(C(=O)[O-])[O-].[Pt+4]. Drug 2: COCCOC1=C(C=C2C(=C1)C(=NC=N2)NC3=CC=CC(=C3)C#C)OCCOC.Cl. Cell line: NCI-H322M. Synergy scores: CSS=27.8, Synergy_ZIP=-4.33, Synergy_Bliss=-1.77, Synergy_Loewe=-2.60, Synergy_HSA=-0.181.